This data is from Full USPTO retrosynthesis dataset with 1.9M reactions from patents (1976-2016). The task is: Predict the reactants needed to synthesize the given product. (1) Given the product [Cl:1][C:2]1[CH:3]=[CH:4][C:5]([C:8]2[C:9](=[O:31])[O:10][C:11]3[C:16]([C:17]=2[CH2:18][C:19]2[CH:24]=[CH:23][C:22]([O:25][CH2:26][CH2:27][Br:28])=[CH:21][CH:20]=2)=[CH:15][CH:14]=[C:13]([OH:29])[CH:12]=3)=[CH:6][CH:7]=1, predict the reactants needed to synthesize it. The reactants are: [Cl:1][C:2]1[CH:7]=[CH:6][C:5]([C:8]2[C:9](=[O:31])[O:10][C:11]3[C:16]([C:17]=2[CH2:18][C:19]2[CH:24]=[CH:23][C:22]([O:25][CH2:26][CH2:27][Br:28])=[CH:21][CH:20]=2)=[CH:15][CH:14]=[C:13]([O:29]C)[CH:12]=3)=[CH:4][CH:3]=1.Br.CC(O)=O. (2) Given the product [F:36][C:32]1[C:33]([F:35])=[CH:34][C:28]2[NH:27][C:26]([NH:1][C:2]3[CH:7]=[CH:6][C:5]([C:8]4[CH:9]=[CH:10][C:11]([C:14]([C:16]5([C:40]([OH:44])=[O:38])[CH2:17][CH2:18][CH2:19][CH2:20]5)=[O:15])=[CH:12][CH:13]=4)=[CH:4][CH:3]=3)=[N:30][C:29]=2[CH:31]=1, predict the reactants needed to synthesize it. The reactants are: [NH2:1][C:2]1[CH:7]=[CH:6][C:5]([C:8]2[CH:13]=[CH:12][C:11]([C:14]([CH:16]3[CH2:20][CH2:19][CH2:18][CH:17]3C(OC)=O)=[O:15])=[CH:10][CH:9]=2)=[CH:4][CH:3]=1.Cl[C:26]1[NH:30][C:29]2[CH:31]=[C:32]([F:36])[C:33]([F:35])=[CH:34][C:28]=2[N:27]=1.Cl.[OH-:38].[Na+].[CH2:40]([OH:44])CCC. (3) Given the product [CH:1]1([CH2:7][CH2:8][CH2:9][N:10]2[CH2:15][CH:14]3[CH:12]([C:13]3([C:17]3[CH:18]=[C:19]([NH:23][S:32]([CH2:30][CH3:31])(=[O:34])=[O:33])[CH:20]=[CH:21][CH:22]=3)[CH3:16])[CH2:11]2)[CH2:6][CH2:5][CH2:4][CH2:3][CH2:2]1, predict the reactants needed to synthesize it. The reactants are: [CH:1]1([CH2:7][CH2:8][CH2:9][N:10]2[CH2:15][CH:14]3[CH:12]([C:13]3([C:17]3[CH:18]=[C:19]([NH2:23])[CH:20]=[CH:21][CH:22]=3)[CH3:16])[CH2:11]2)[CH2:6][CH2:5][CH2:4][CH2:3][CH2:2]1.N1C=CC=CC=1.[CH2:30]([S:32](Cl)(=[O:34])=[O:33])[CH3:31]. (4) Given the product [Br:1][C:2]1[CH:3]=[C:4]2[C:9](=[C:10]([Cl:12])[CH:11]=1)[NH:8][C:7](=[S:23])[CH2:6][CH2:5]2, predict the reactants needed to synthesize it. The reactants are: [Br:1][C:2]1[CH:3]=[C:4]2[C:9](=[C:10]([Cl:12])[CH:11]=1)[NH:8][C:7](=O)[CH2:6][CH2:5]2.COC1C=CC(P2(SP(C3C=CC(OC)=CC=3)(=S)S2)=[S:23])=CC=1. (5) Given the product [CH3:1][C:2]1[CH:7]=[C:6]([N+:8]([O-:10])=[O:9])[CH:5]=[CH:4][C:3]=1[N:11]=[C:12]1[N:18]([CH2:14][CH:15]([CH3:17])[CH3:16])[C:21](=[O:22])[CH:20]([CH3:24])[S:13]1, predict the reactants needed to synthesize it. The reactants are: [CH3:1][C:2]1[CH:7]=[C:6]([N+:8]([O-:10])=[O:9])[CH:5]=[CH:4][C:3]=1[N:11]=[C:12]=[S:13].[CH2:14]([NH2:18])[CH:15]([CH3:17])[CH3:16].Cl[CH:20]([CH3:24])[C:21](O)=[O:22]. (6) Given the product [Cl:11][C:12]1[CH:17]=[C:16]([F:18])[CH:15]=[CH:14][C:13]=1[N:19]1[C:4]2=[N:5][CH:6]=[CH:7][C:2]([I:1])=[C:3]2[CH:9]=[N:20]1, predict the reactants needed to synthesize it. The reactants are: [I:1][C:2]1[CH:7]=[CH:6][N:5]=[C:4](F)[C:3]=1[CH:9]=O.[Cl:11][C:12]1[CH:17]=[C:16]([F:18])[CH:15]=[CH:14][C:13]=1[NH:19][NH2:20].